Dataset: Reaction yield outcomes from USPTO patents with 853,638 reactions. Task: Predict the reaction yield, written as a fraction of the theoretical maximum amount of product (1.0 means a 100% yield; for example, 0.34 means a 34% yield). (1) The reactants are [Cl:1][C:2]1[CH:3]=[C:4]([CH2:9][OH:10])[CH:5]=[C:6]([Cl:8])[CH:7]=1.N1C(C)=CC=CC=1C.O([Si:27]([CH:34]([CH3:36])[CH3:35])([CH:31]([CH3:33])[CH3:32])[CH:28]([CH3:30])[CH3:29])S(C(F)(F)F)(=O)=O. The catalyst is C(Cl)Cl.O. The product is [Cl:1][C:2]1[CH:3]=[C:4]([CH:5]=[C:6]([Cl:8])[CH:7]=1)[CH2:9][O:10][Si:27]([CH:34]([CH3:36])[CH3:35])([CH:31]([CH3:33])[CH3:32])[CH:28]([CH3:30])[CH3:29]. The yield is 0.790. (2) The reactants are [C:1]([C:3]1[CH:11]=[C:10]([F:12])[C:6]([C:7](O)=[O:8])=[C:5]([F:13])[CH:4]=1)#[N:2].S(Cl)([Cl:16])=O. No catalyst specified. The product is [C:1]([C:3]1[CH:11]=[C:10]([F:12])[C:6]([C:7]([Cl:16])=[O:8])=[C:5]([F:13])[CH:4]=1)#[N:2]. The yield is 0.912. (3) The reactants are Cl.[CH3:2][O:3][C:4]1[CH:5]=[C:6]([CH:11]=[CH:12][C:13]=1[C:14]1[O:18][C:17]([CH3:19])=[N:16][CH:15]=1)[C:7]([NH:9][NH2:10])=[O:8].[CH2:20]([O:27][CH:28]([CH2:32][CH2:33][CH2:34][Cl:35])[C:29](O)=[O:30])[C:21]1[CH:26]=[CH:25][CH:24]=[CH:23][CH:22]=1.C(N(CC)CC)C.CN(C(ON1N=NC2C=CC=NC1=2)=[N+](C)C)C.F[P-](F)(F)(F)(F)F. The catalyst is CN(C=O)C.C(OCC)(=O)C. The product is [CH2:20]([O:27][CH:28]([CH2:32][CH2:33][CH2:34][Cl:35])[C:29]([NH:10][NH:9][C:7](=[O:8])[C:6]1[CH:11]=[CH:12][C:13]([C:14]2[O:18][C:17]([CH3:19])=[N:16][CH:15]=2)=[C:4]([O:3][CH3:2])[CH:5]=1)=[O:30])[C:21]1[CH:26]=[CH:25][CH:24]=[CH:23][CH:22]=1. The yield is 0.690. (4) The yield is 0.800. The catalyst is O1CCCC1. The reactants are [CH:1]1([CH:4]([C:6]2[CH:7]=[N:8][C:9]([O:12][CH3:13])=[CH:10][CH:11]=2)[OH:5])[CH2:3][CH2:2]1.O[C:15]1[CH:22]=[CH:21][C:18]([C:19]#[N:20])=[CH:17][C:16]=1[O:23][CH3:24].C1(P(C2C=CC=CC=2)C2C=CC=CC=2)C=CC=CC=1.N(C(OCC)=O)=NC(OCC)=O. The product is [CH:1]1([CH:4]([C:6]2[CH:7]=[N:8][C:9]([O:12][CH3:13])=[CH:10][CH:11]=2)[O:5][C:15]2[CH:22]=[CH:21][C:18]([C:19]#[N:20])=[CH:17][C:16]=2[O:23][CH3:24])[CH2:2][CH2:3]1. (5) The reactants are CS[C:3]1[CH:8]=[C:7]([C:9]2[N:10]([C:14]([F:17])([F:16])[F:15])[N:11]=[N:12][CH:13]=2)[C:6]([F:18])=[CH:5][C:4]=1[Cl:19].ClC1C=C(F)C(C2N(C(F)(F)F)N=NC=2)=CC=1S. No catalyst specified. The product is [Cl:19][C:4]1[CH:5]=[C:6]([F:18])[C:7]([C:9]2[N:10]([C:14]([F:16])([F:17])[F:15])[N:11]=[N:12][CH:13]=2)=[CH:8][CH:3]=1. The yield is 0.857.